From a dataset of Catalyst prediction with 721,799 reactions and 888 catalyst types from USPTO. Predict which catalyst facilitates the given reaction. (1) Reactant: C(OC(=O)C)(=O)C.[N+:8]([O-:11])(O)=[O:9].[CH2:12]1[C:20]2[C:15](=[CH:16][CH:17]=[CH:18][CH:19]=2)[CH2:14][CH:13]1[CH2:21][C:22]([OH:24])=[O:23]. Product: [N+:8]([C:17]1[CH:16]=[C:15]2[C:20](=[CH:19][CH:18]=1)[CH2:12][CH:13]([CH2:21][C:22]([OH:24])=[O:23])[CH2:14]2)([O-:11])=[O:9]. The catalyst class is: 15. (2) Reactant: [CH3:1][O:2][C:3]1[CH:4]=[C:5]([C:11]([C@H:13]2[C@@:23]3([CH3:24])[C@H:21]([O:22]3)[CH2:20][C@@H:19]3[C@:14]2([CH3:27])[CH2:15][CH2:16][CH2:17][C:18]3([CH3:26])[CH3:25])=[O:12])[CH:6]=[C:7]([O:9][CH3:10])[CH:8]=1.[OH-].[K+].[NH4+].[Cl-]. Product: [CH3:10][O:9][C:7]1[CH:6]=[C:5]([C:11]([C:13]2[C@:14]3([CH3:27])[C@H:19]([C:18]([CH3:26])([CH3:25])[CH2:17][CH2:16][CH2:15]3)[CH2:20][C@@H:21]([OH:22])[C:23]=2[CH3:24])=[O:12])[CH:4]=[C:3]([O:2][CH3:1])[CH:8]=1. The catalyst class is: 5. (3) Reactant: [Cl:1][C:2]1[S:6][C:5]([C:7]2[CH:11]=[CH:10][N:9]([CH2:12][CH:13]([CH3:15])[CH3:14])[N:8]=2)=[CH:4][CH:3]=1.[Br:16]N1C(=O)CCC1=O. Product: [Br:16][C:11]1[C:7]([C:5]2[S:6][C:2]([Cl:1])=[CH:3][CH:4]=2)=[N:8][N:9]([CH2:12][CH:13]([CH3:15])[CH3:14])[CH:10]=1. The catalyst class is: 9.